The task is: Predict the reactants needed to synthesize the given product.. This data is from Full USPTO retrosynthesis dataset with 1.9M reactions from patents (1976-2016). (1) The reactants are: C([Sn](CCCC)(CCCC)OC)CCC.Br[C:17]1[CH:22]=[CH:21][C:20]([O:23][CH3:24])=[CH:19][C:18]=1[CH3:25].C([O:29][C:30]([CH3:32])=[CH2:31])(=O)C.CC1C=CC=CC=1P(C1C=CC=CC=1C)C1C=CC=CC=1C.[F-].[K+]. Given the product [CH3:24][O:23][C:20]1[CH:21]=[CH:22][C:17]([CH2:31][C:30](=[O:29])[CH3:32])=[C:18]([CH3:25])[CH:19]=1, predict the reactants needed to synthesize it. (2) Given the product [CH3:27][O:28][CH2:29][C:30]1[N:31]=[C:32]2[N:35]([CH:36]([CH3:39])[CH2:37][CH3:38])[C:17](=[O:18])[C:16]([CH2:15][C:12]3[CH:13]=[CH:14][C:9]([C:4]4[C:3]([C:1]#[N:2])=[CH:8][CH:7]=[CH:6][CH:5]=4)=[CH:10][CH:11]=3)=[C:22]([CH2:23][CH2:24][CH3:25])[N:33]2[N:34]=1, predict the reactants needed to synthesize it. The reactants are: [C:1]([C:3]1[CH:8]=[CH:7][CH:6]=[CH:5][C:4]=1[C:9]1[CH:14]=[CH:13][C:12]([CH2:15][CH:16]([C:22](=O)[CH2:23][CH2:24][CH3:25])[C:17](OCC)=[O:18])=[CH:11][CH:10]=1)#[N:2].[CH3:27][O:28][CH2:29][C:30]1[NH:31][C:32]([NH:35][CH:36]([CH3:39])[CH2:37][CH3:38])=[N:33][N:34]=1. (3) Given the product [C:1]([C:3]([C:6]1[CH:7]=[C:8]([CH:12]=[CH:13][CH:14]=1)[C:9]([NH:15][C:16]1[CH:37]=[CH:36][CH:35]=[C:18]([O:19][C:20]2[CH:21]=[CH:22][C:23]3[N:24]([N:26]=[C:27]([NH:29][C:30]([CH:32]4[CH2:33][CH2:34]4)=[O:31])[N:28]=3)[CH:25]=2)[CH:17]=1)=[O:10])([CH3:5])[CH3:4])#[N:2], predict the reactants needed to synthesize it. The reactants are: [C:1]([C:3]([C:6]1[CH:7]=[C:8]([CH:12]=[CH:13][CH:14]=1)[C:9](Cl)=[O:10])([CH3:5])[CH3:4])#[N:2].[NH2:15][C:16]1[CH:17]=[C:18]([CH:35]=[CH:36][CH:37]=1)[O:19][C:20]1[CH:21]=[CH:22][C:23]2[N:24]([N:26]=[C:27]([NH:29][C:30]([CH:32]3[CH2:34][CH2:33]3)=[O:31])[N:28]=2)[CH:25]=1. (4) Given the product [C:1]1([CH:7]([CH2:13][S:14]([OH:17])(=[O:16])=[O:15])[CH2:8][S:9]([OH:12])(=[O:11])=[O:10])[CH:6]=[CH:5][CH:4]=[CH:3][CH:2]=1, predict the reactants needed to synthesize it. The reactants are: [C:1]1([C:7]([CH2:13][S:14]([OH:17])(=[O:16])=[O:15])=[CH:8][S:9]([OH:12])(=[O:11])=[O:10])[CH:6]=[CH:5][CH:4]=[CH:3][CH:2]=1. (5) Given the product [CH3:1][O:2][C:3]1[CH:4]=[C:5]([CH2:13][CH2:14][C:15]([OH:17])=[O:16])[CH:6]=[CH:7][C:8]=1[O:9][CH2:10][CH2:11][CH3:12], predict the reactants needed to synthesize it. The reactants are: [CH3:1][O:2][C:3]1[CH:4]=[C:5]([CH2:13][CH2:14][C:15]([O:17]CC)=[O:16])[CH:6]=[CH:7][C:8]=1[O:9][CH2:10][CH2:11][CH3:12].[OH-].[Na+]. (6) The reactants are: [OH-].[K+].[CH3:3][O:4][C:5](=[O:27])[CH:6]([NH:15][C:16]([CH3:26])=[CH:17][C:18](=[O:25])[C:19]1[CH:20]=[N:21][CH:22]=[CH:23][CH:24]=1)[CH2:7][C:8]1[CH:13]=[CH:12][C:11]([OH:14])=[CH:10][CH:9]=1.[Br:28][CH2:29][CH2:30]Br. Given the product [CH3:3][O:4][C:5](=[O:27])[CH:6]([NH:15][C:16]([CH3:26])=[CH:17][C:18](=[O:25])[C:19]1[CH:20]=[N:21][CH:22]=[CH:23][CH:24]=1)[CH2:7][C:8]1[CH:13]=[CH:12][C:11]([O:14][CH2:30][CH2:29][Br:28])=[CH:10][CH:9]=1, predict the reactants needed to synthesize it.